This data is from Full USPTO retrosynthesis dataset with 1.9M reactions from patents (1976-2016). The task is: Predict the reactants needed to synthesize the given product. (1) Given the product [CH2:1]([O:8][CH2:9][C@H:10]1[CH2:15][CH2:14][C@H:13]2[C@H:16]3[C@H:26]([CH2:27][CH2:28][C@:11]12[CH3:12])[C@:24]1([CH3:25])[C@H:19]([CH2:20][C@@H:21]([O:29][CH2:30][O:31][CH3:32])[CH2:22][CH2:23]1)[C@H:18]([OH:33])[CH2:17]3)[C:2]1[CH:7]=[CH:6][CH:5]=[CH:4][CH:3]=1, predict the reactants needed to synthesize it. The reactants are: [CH2:1]([O:8][CH2:9][C@H:10]1[CH2:15][CH2:14][C@H:13]2[C@H:16]3[C@H:26]([CH2:27][CH2:28][C@:11]12[CH3:12])[C@:24]1([CH3:25])[C@H:19]([CH2:20][C@@H:21]([O:29][CH2:30][O:31][CH3:32])[CH2:22][CH2:23]1)[C:18](=[O:33])[CH2:17]3)[C:2]1[CH:7]=[CH:6][CH:5]=[CH:4][CH:3]=1.[H-].[H-].[H-].[H-].[Li+].[Al+3].CCOCC.[OH-].[Na+]. (2) Given the product [OH:38][C:31]1[C:32]2[NH:33][C:34](=[O:37])[S:35][C:36]=2[C:28]([C@@H:2]([OH:1])[CH2:3][NH:4][CH2:5][CH2:6][CH2:7][S:8][CH2:9][CH2:10][NH:11][CH2:19][C@@H:20]([C:22]2[CH:23]=[CH:24][CH:25]=[CH:26][CH:27]=2)[CH3:21])=[CH:29][CH:30]=1, predict the reactants needed to synthesize it. The reactants are: [OH:1][C@H:2]([C:28]1[C:36]2[S:35][C:34](=[O:37])[NH:33][C:32]=2[C:31]([OH:38])=[CH:30][CH:29]=1)[CH2:3][NH:4][CH2:5][CH2:6][CH2:7][S:8][CH2:9][CH2:10][N:11]([CH2:19][C@@H:20]([C:22]1[CH:27]=[CH:26][CH:25]=[CH:24][CH:23]=1)[CH3:21])C(=O)OC(C)(C)C.ClCCl.